This data is from Forward reaction prediction with 1.9M reactions from USPTO patents (1976-2016). The task is: Predict the product of the given reaction. Given the reactants [CH2:1]([O:3][C:4]([C:6]1[NH:7][C:8]([Br:12])=[N:9][C:10]=1[CH3:11])=[O:5])[CH3:2].Br[CH2:14][C:15]([NH:17][C:18]1[C:23]([CH3:24])=[CH:22][C:21]([CH3:25])=[CH:20][C:19]=1[CH3:26])=[O:16].C1(C2CCCCCCCCCC=2)CCCCCCCCNN=1.CO, predict the reaction product. The product is: [CH2:1]([O:3][C:4]([C:6]1[N:7]([CH2:14][C:15](=[O:16])[NH:17][C:18]2[C:19]([CH3:26])=[CH:20][C:21]([CH3:25])=[CH:22][C:23]=2[CH3:24])[C:8]([Br:12])=[N:9][C:10]=1[CH3:11])=[O:5])[CH3:2].